This data is from Forward reaction prediction with 1.9M reactions from USPTO patents (1976-2016). The task is: Predict the product of the given reaction. (1) Given the reactants [C:1]([C:3]1[CH:21]=[C:20]([C:22]2[CH:27]=[CH:26][N:25]=[C:24]3[NH:28][C:29]([C:31]4[CH:36]=[CH:35][C:34]([N:37]5[CH2:42][CH2:41][O:40][CH2:39][CH2:38]5)=[CH:33][CH:32]=4)=[N:30][C:23]=23)[CH:19]=[CH:18][C:4]=1[O:5][C@@H:6]1[CH2:10][CH2:9][N:8](C(OC(C)(C)C)=O)[CH2:7]1)#[N:2].Cl, predict the reaction product. The product is: [O:40]1[CH2:41][CH2:42][N:37]([C:34]2[CH:33]=[CH:32][C:31]([C:29]3[NH:28][C:24]4=[N:25][CH:26]=[CH:27][C:22]([C:20]5[CH:19]=[CH:18][C:4]([O:5][C@@H:6]6[CH2:10][CH2:9][NH:8][CH2:7]6)=[C:3]([CH:21]=5)[C:1]#[N:2])=[C:23]4[N:30]=3)=[CH:36][CH:35]=2)[CH2:38][CH2:39]1. (2) Given the reactants [Cl:1][C:2]1[CH:11]=[CH:10][C:9]2[C:4](=[CH:5][CH:6]=[CH:7][CH:8]=2)[C:3]=1[C:12]1[C:17](C)=[CH:16][CH:15]=[CH:14][N:13]=1.Cl[C:20]1C=CC=C(C(OO)=O)C=1.[OH-:30].[Na+], predict the reaction product. The product is: [Cl:1][C:2]1[CH:11]=[CH:10][C:9]2[C:4](=[CH:5][CH:6]=[CH:7][CH:8]=2)[C:3]=1[C:12]1[CH:17]=[CH:16][C:15]([CH3:20])=[CH:14][N+:13]=1[O-:30]. (3) Given the reactants S(=O)(=O)(O)O.[Cl:6][C:7]1[CH:8]=[CH:9][C:10]([S:14][CH3:15])=[C:11]([CH:13]=1)N.N([O-])=O.[Na+].[I-:20].[K+], predict the reaction product. The product is: [Cl:6][C:7]1[CH:8]=[CH:9][C:10]([S:14][CH3:15])=[C:11]([I:20])[CH:13]=1. (4) Given the reactants C(=O)([O-])[O-].[Ca+2].[NH2:6][C:7]1[CH:12]=[C:11]([C:13]([F:16])([F:15])[F:14])[C:10]([C:17]2[CH:22]=[CH:21][CH:20]=[C:19]([O:23][CH:24]3[CH2:29][CH2:28][N:27]([C:30]([O:32][C:33]([CH3:36])([CH3:35])[CH3:34])=[O:31])[CH2:26][CH2:25]3)[CH:18]=2)=[C:9]([Cl:37])[CH:8]=1.ClCCl.O.[C:42](Cl)(Cl)=[S:43].Cl, predict the reaction product. The product is: [Cl:37][C:9]1[CH:8]=[C:7]([N:6]=[C:42]=[S:43])[CH:12]=[C:11]([C:13]([F:16])([F:15])[F:14])[C:10]=1[C:17]1[CH:22]=[CH:21][CH:20]=[C:19]([O:23][CH:24]2[CH2:29][CH2:28][N:27]([C:30]([O:32][C:33]([CH3:34])([CH3:36])[CH3:35])=[O:31])[CH2:26][CH2:25]2)[CH:18]=1. (5) Given the reactants [C:1]([O:5][C:6]([N:8]1[C:13]2[CH:14]=[C:15]([Cl:24])[C:16]([N+:21]([O-])=O)=[C:17]([N+:18]([O-])=O)[C:12]=2[O:11][CH:10]([C:25]([N:27]2[CH2:32][CH2:31][C:30]([C:41]#[N:42])([CH2:33][C:34]3[CH:39]=[CH:38][C:37]([F:40])=[CH:36][CH:35]=3)[CH2:29][CH2:28]2)=[O:26])[CH2:9]1)=[O:7])([CH3:4])([CH3:3])[CH3:2].[NH4+].[Cl-], predict the reaction product. The product is: [C:1]([O:5][C:6]([N:8]1[C:13]2[CH:14]=[C:15]([Cl:24])[C:16]([NH2:21])=[C:17]([NH2:18])[C:12]=2[O:11][CH:10]([C:25]([N:27]2[CH2:32][CH2:31][C:30]([C:41]#[N:42])([CH2:33][C:34]3[CH:35]=[CH:36][C:37]([F:40])=[CH:38][CH:39]=3)[CH2:29][CH2:28]2)=[O:26])[CH2:9]1)=[O:7])([CH3:4])([CH3:2])[CH3:3]. (6) Given the reactants C(NC(C)C)(C)C.[Li]CCCC.[Br:13][C:14]1[CH:19]=[CH:18][C:17]([Cl:20])=[CH:16][N:15]=1.CN([CH:24]=[O:25])C.[OH-].[Na+], predict the reaction product. The product is: [Br:13][C:14]1[CH:19]=[C:18]([CH:24]=[O:25])[C:17]([Cl:20])=[CH:16][N:15]=1.